Predict the product of the given reaction. From a dataset of Forward reaction prediction with 1.9M reactions from USPTO patents (1976-2016). (1) Given the reactants Cl[Si](C)(C)C.[I-].[K+].[Cl:8][C:9]1[CH:10]=[CH:11][C:12](/[C:17](/[C:25]2[CH:30]=[CH:29][C:28]([CH2:31][OH:32])=[CH:27][CH:26]=2)=[CH:18]/[C@@H:19]2[NH:23][C:22](=[O:24])[CH2:21][CH2:20]2)=[N:13][C:14]=1[O:15]C.O, predict the reaction product. The product is: [Cl:8][C:9]1[C:14](=[O:15])[NH:13][C:12](/[C:17](/[C:25]2[CH:26]=[CH:27][C:28]([CH2:31][OH:32])=[CH:29][CH:30]=2)=[CH:18]/[C@H:19]2[CH2:20][CH2:21][C:22](=[O:24])[NH:23]2)=[CH:11][CH:10]=1. (2) Given the reactants C[O:2][C:3]([C:5]1[C:14]2[C:9](=[CH:10][C:11]([O:29][CH3:30])=[C:12]([O:15][CH2:16][CH2:17][CH2:18][C:19]3[CH:28]=[CH:27][C:26]4[C:21](=[CH:22][CH:23]=[CH:24][CH:25]=4)[N:20]=3)[CH:13]=2)[C:8](=[O:31])[N:7]([CH2:32][CH3:33])[CH:6]=1)=[O:4].[OH-].[Na+].Cl, predict the reaction product. The product is: [CH2:32]([N:7]1[CH:6]=[C:5]([C:3]([OH:4])=[O:2])[C:14]2[C:9](=[CH:10][C:11]([O:29][CH3:30])=[C:12]([O:15][CH2:16][CH2:17][CH2:18][C:19]3[CH:28]=[CH:27][C:26]4[C:21](=[CH:22][CH:23]=[CH:24][CH:25]=4)[N:20]=3)[CH:13]=2)[C:8]1=[O:31])[CH3:33]. (3) The product is: [CH2:1]([O:9][C:10]1[CH:15]=[CH:14][C:13]([N+:16]([O-:18])=[O:17])=[CH:12][C:11]=1[C:30]#[CH:31])[C:2]1[CH:7]=[CH:6][CH:5]=[CH:4][CH:3]=1. Given the reactants [CH2:1](Br)[C:2]1[CH:7]=[CH:6][CH:5]=[CH:4][CH:3]=1.[OH:9][C:10]1[CH:15]=[CH:14][C:13]([N+:16]([O-:18])=[O:17])=[CH:12][C:11]=1I.C(=O)([O-])[O-].[K+].[K+].C[Si]([C:30]#[CH:31])(C)C, predict the reaction product.